This data is from Forward reaction prediction with 1.9M reactions from USPTO patents (1976-2016). The task is: Predict the product of the given reaction. Given the reactants [CH2:1]1[CH:5]2[CH2:6][NH:7][CH2:8][CH:4]2[CH2:3][N:2]1[C:9]1[CH:10]=[CH:11][C:12]2[N:13]([C:15]([C:18]([F:21])([F:20])[F:19])=[N:16][N:17]=2)[N:14]=1.[CH3:22][O:23][C:24]1[CH:25]=[C:26]([CH:29]=[CH:30][CH:31]=1)[CH:27]=O, predict the reaction product. The product is: [CH3:22][O:23][C:24]1[CH:25]=[C:26]([CH2:27][N:7]2[CH2:8][CH:4]3[CH:5]([CH2:1][N:2]([C:9]4[CH:10]=[CH:11][C:12]5[N:13]([C:15]([C:18]([F:20])([F:21])[F:19])=[N:16][N:17]=5)[N:14]=4)[CH2:3]3)[CH2:6]2)[CH:29]=[CH:30][CH:31]=1.